From a dataset of NCI-60 drug combinations with 297,098 pairs across 59 cell lines. Regression. Given two drug SMILES strings and cell line genomic features, predict the synergy score measuring deviation from expected non-interaction effect. (1) Drug 1: C1=C(C(=O)NC(=O)N1)N(CCCl)CCCl. Drug 2: C1=CC=C(C=C1)NC(=O)CCCCCCC(=O)NO. Cell line: HL-60(TB). Synergy scores: CSS=79.6, Synergy_ZIP=8.38, Synergy_Bliss=8.17, Synergy_Loewe=11.0, Synergy_HSA=12.1. (2) Drug 1: CN1CCC(CC1)COC2=C(C=C3C(=C2)N=CN=C3NC4=C(C=C(C=C4)Br)F)OC. Drug 2: C1=CN(C(=O)N=C1N)C2C(C(C(O2)CO)O)O.Cl. Cell line: A498. Synergy scores: CSS=30.5, Synergy_ZIP=-6.92, Synergy_Bliss=2.46, Synergy_Loewe=0.546, Synergy_HSA=6.22. (3) Drug 2: CC1C(C(CC(O1)OC2CC(OC(C2O)C)OC3=CC4=CC5=C(C(=O)C(C(C5)C(C(=O)C(C(C)O)O)OC)OC6CC(C(C(O6)C)O)OC7CC(C(C(O7)C)O)OC8CC(C(C(O8)C)O)(C)O)C(=C4C(=C3C)O)O)O)O. Cell line: OVCAR-5. Synergy scores: CSS=25.1, Synergy_ZIP=0.177, Synergy_Bliss=1.53, Synergy_Loewe=-17.9, Synergy_HSA=-0.0147. Drug 1: C1=NC2=C(N=C(N=C2N1C3C(C(C(O3)CO)O)O)F)N. (4) Drug 1: C1=CC(=CC=C1C#N)C(C2=CC=C(C=C2)C#N)N3C=NC=N3. Drug 2: C1C(C(OC1N2C=NC3=C(N=C(N=C32)Cl)N)CO)O. Cell line: CCRF-CEM. Synergy scores: CSS=44.1, Synergy_ZIP=-4.23, Synergy_Bliss=-8.62, Synergy_Loewe=-11.9, Synergy_HSA=-4.70.